Dataset: Reaction yield outcomes from USPTO patents with 853,638 reactions. Task: Predict the reaction yield, written as a fraction of the theoretical maximum amount of product (1.0 means a 100% yield; for example, 0.34 means a 34% yield). (1) The product is [CH:31]1([C:29]([C:23]2[CH:24]=[C:25]([CH3:28])[CH:26]=[CH:27][C:22]=2[NH:21][C:19](=[O:20])[NH:18][C:15]2[S:16][CH:17]=[C:13]([CH2:12][CH2:11][O:10][C:8]3[CH:7]=[N:6][CH:5]=[C:4]([CH:9]=3)[C:3]([OH:36])=[O:2])[N:14]=2)=[O:30])[CH2:35][CH2:34][CH2:33][CH2:32]1. The yield is 0.950. The reactants are C[O:2][C:3](=[O:36])[C:4]1[CH:9]=[C:8]([O:10][CH2:11][CH2:12][C:13]2[N:14]=[C:15]([NH:18][C:19]([NH:21][C:22]3[CH:27]=[CH:26][C:25]([CH3:28])=[CH:24][C:23]=3[C:29]([CH:31]3[CH2:35][CH2:34][CH2:33][CH2:32]3)=[O:30])=[O:20])[S:16][CH:17]=2)[CH:7]=[N:6][CH:5]=1. The catalyst is [Li+].[OH-]. (2) The reactants are P(Cl)(Cl)(Cl)(Cl)Cl.[Cl:7][C:8]1[C:9]([CH2:14][NH:15][C:16]([CH:18]2[CH2:26][CH2:25][CH:24]3[N:20]([C:21](=[O:29])[CH2:22][C:23]3([CH3:28])[CH3:27])[CH2:19]2)=O)=[N:10][CH:11]=[CH:12][N:13]=1. The catalyst is C(#N)C. The product is [Cl:7][C:8]1[C:9]2[N:10]([C:16]([CH:18]3[CH2:26][CH2:25][CH:24]4[N:20]([C:21](=[O:29])[CH2:22][C:23]4([CH3:28])[CH3:27])[CH2:19]3)=[N:15][CH:14]=2)[CH:11]=[CH:12][N:13]=1. The yield is 0.960.